From a dataset of Reaction yield outcomes from USPTO patents with 853,638 reactions. Predict the reaction yield, written as a fraction of the theoretical maximum amount of product (1.0 means a 100% yield; for example, 0.34 means a 34% yield). The reactants are [CH2:1]([C:5]1[S:9][C:8]([S:10]([NH:13][C:14]([CH3:17])([CH3:16])[CH3:15])(=[O:12])=[O:11])=[C:7](B(O)O)[CH:6]=1)[CH:2]([CH3:4])[CH3:3].Br[C:22]1[CH:33]=[CH:32][C:25]([CH2:26][N:27]2[CH:31]=[CH:30][N:29]=[CH:28]2)=[CH:24][CH:23]=1.C1(C)C=CC=CC=1.[OH-].[Na+]. The catalyst is CCOC(C)=O.C1C=CC([P]([Pd]([P](C2C=CC=CC=2)(C2C=CC=CC=2)C2C=CC=CC=2)([P](C2C=CC=CC=2)(C2C=CC=CC=2)C2C=CC=CC=2)[P](C2C=CC=CC=2)(C2C=CC=CC=2)C2C=CC=CC=2)(C2C=CC=CC=2)C2C=CC=CC=2)=CC=1.C(O)C. The product is [N:27]1([CH2:26][C:25]2[CH:24]=[CH:23][C:22]([C:7]3[CH:6]=[C:5]([CH2:1][CH:2]([CH3:4])[CH3:3])[S:9][C:8]=3[S:10]([NH:13][C:14]([CH3:17])([CH3:16])[CH3:15])(=[O:12])=[O:11])=[CH:33][CH:32]=2)[CH:31]=[CH:30][N:29]=[CH:28]1. The yield is 0.633.